Dataset: Forward reaction prediction with 1.9M reactions from USPTO patents (1976-2016). Task: Predict the product of the given reaction. (1) Given the reactants [Br:1][C:2]1[CH:7]=[CH:6][CH:5]=[CH:4][C:3]=1[NH:8][C:9]([CH:11]1[CH2:16][CH2:15][N:14]([C:17]([O:19][C:20]([CH3:23])([CH3:22])[CH3:21])=[O:18])[CH2:13][CH2:12]1)=[O:10].[CH2:24](Br)[C:25]1[CH:30]=[CH:29][CH:28]=[CH:27][CH:26]=1.C([O-])([O-])=O.[Cs+].[Cs+], predict the reaction product. The product is: [CH2:24]([N:8]([C:3]1[CH:4]=[CH:5][CH:6]=[CH:7][C:2]=1[Br:1])[C:9]([CH:11]1[CH2:12][CH2:13][N:14]([C:17]([O:19][C:20]([CH3:23])([CH3:22])[CH3:21])=[O:18])[CH2:15][CH2:16]1)=[O:10])[C:25]1[CH:30]=[CH:29][CH:28]=[CH:27][CH:26]=1. (2) Given the reactants CN(C)C1C=CC=CC=1.O[C:11]1[N:16]=[C:15]([S:17][CH3:18])[N:14]=[C:13]2[NH:19][N:20]=[C:21]([CH3:22])[C:12]=12.P(Cl)(Cl)([Cl:25])=O, predict the reaction product. The product is: [Cl:25][C:11]1[N:16]=[C:15]([S:17][CH3:18])[N:14]=[C:13]2[NH:19][N:20]=[C:21]([CH3:22])[C:12]=12. (3) The product is: [CH3:23][C:13]1[S:14][C:15]([C:16]2[CH:17]=[C:18]([CH3:22])[CH:19]=[CH:20][CH:21]=2)=[C:11]([C:9]([N:8]2[CH2:7][C@@H:6]3[C@@H:4]([CH2:5]3)[C@H:3]2[CH2:2][NH:1][C:34]([C:25]2[CH:26]=[CH:27][C:28]3[C:33](=[CH:32][CH:31]=[N:30][CH:29]=3)[N:24]=2)=[O:35])=[O:10])[N:12]=1. Given the reactants [NH2:1][CH2:2][C@H:3]1[N:8]([C:9]([C:11]2[N:12]=[C:13]([CH3:23])[S:14][C:15]=2[C:16]2[CH:17]=[C:18]([CH3:22])[CH:19]=[CH:20][CH:21]=2)=[O:10])[CH2:7][C@@H:6]2[C@H:4]1[CH2:5]2.[N:24]1[C:33]2[C:28](=[CH:29][N:30]=[CH:31][CH:32]=2)[CH:27]=[CH:26][C:25]=1[C:34](O)=[O:35], predict the reaction product. (4) Given the reactants Cl.Cl.[NH:3]1[C:7]2[CH:8]=[CH:9][CH:10]=[CH:11][C:6]=2[N:5]=[C:4]1[C@H:12]([NH2:22])[CH2:13][C:14]1[CH:19]=[CH:18][C:17]([O:20][CH3:21])=[CH:16][CH:15]=1.Cl.[CH3:24][O:25][C:26]1[CH:27]=[CH:28][CH:29]=[C:30]2[C:35]=1[CH2:34][CH:33]([NH2:36])[CH2:32][CH2:31]2.[C:37](O)(C(F)(F)F)=[O:38], predict the reaction product. The product is: [NH:3]1[C:7]2[CH:8]=[CH:9][CH:10]=[CH:11][C:6]=2[N:5]=[C:4]1[C@H:12]([NH:22][C:37]([NH:36][CH:33]1[CH2:32][CH2:31][C:30]2[C:35](=[C:26]([O:25][CH3:24])[CH:27]=[CH:28][CH:29]=2)[CH2:34]1)=[O:38])[CH2:13][C:14]1[CH:19]=[CH:18][C:17]([O:20][CH3:21])=[CH:16][CH:15]=1. (5) Given the reactants [Cl:1][C:2]1[CH:3]=[C:4]2[C:9](=[C:10]([S:12](Cl)(=[O:14])=[O:13])[CH:11]=1)[O:8][CH2:7][CH:6]([NH:16][C:17](=[O:22])[C:18]([F:21])([F:20])[F:19])[CH2:5]2.N1C=CC=CC=1.[NH2:29][C:30]1[CH:35]=[CH:34][CH:33]=[CH:32][CH:31]=1, predict the reaction product. The product is: [NH:29]([S:12]([C:10]1[CH:11]=[C:2]([Cl:1])[CH:3]=[C:4]2[C:9]=1[O:8][CH2:7][C@H:6]([NH:16][C:17](=[O:22])[C:18]([F:21])([F:20])[F:19])[CH2:5]2)(=[O:14])=[O:13])[C:30]1[CH:35]=[CH:34][CH:33]=[CH:32][CH:31]=1. (6) Given the reactants [C:1]([O:5][C:6]([NH:8][NH:9][CH:10]([C:19]1[CH:24]=[CH:23][CH:22]=[C:21]([C:25]([F:28])([F:27])[F:26])[CH:20]=1)[CH2:11][CH2:12][CH2:13][C:14](OCC)=[O:15])=[O:7])([CH3:4])([CH3:3])[CH3:2].[OH-].[Na+].Cl.C(OCC)(=O)C, predict the reaction product. The product is: [O:15]=[C:14]1[CH2:13][CH2:12][CH2:11][CH:10]([C:19]2[CH:24]=[CH:23][CH:22]=[C:21]([C:25]([F:28])([F:27])[F:26])[CH:20]=2)[N:9]1[NH:8][C:6](=[O:7])[O:5][C:1]([CH3:4])([CH3:3])[CH3:2]. (7) Given the reactants [OH-].[Na+].Cl[C:4]1[N:9]=[C:8](Cl)[C:7]([Cl:11])=[CH:6][N:5]=1.[NH2:12][C:13]1[CH:17]=[CH:16][S:15][CH:14]=1.C1(C)C=CC(S(O)(=O)=[O:25])=CC=1, predict the reaction product. The product is: [S:15]1[CH:16]=[CH:17][C:13]([NH:12][C:4]2[NH:9][C:8](=[O:25])[C:7]([Cl:11])=[CH:6][N:5]=2)=[CH:14]1.